Dataset: Full USPTO retrosynthesis dataset with 1.9M reactions from patents (1976-2016). Task: Predict the reactants needed to synthesize the given product. (1) The reactants are: [CH2:1]([O:3][C:4]1[CH:5]=[C:6]([CH:10]=[C:11]([O:16][CH2:17][CH3:18])[C:12]=1[O:13][CH2:14][CH3:15])C(O)=O)[CH3:2].[N+:19]([O-])([OH:21])=[O:20]. Given the product [CH2:1]([O:3][C:4]1[CH:5]=[C:6]([N+:19]([O-:21])=[O:20])[CH:10]=[C:11]([O:16][CH2:17][CH3:18])[C:12]=1[O:13][CH2:14][CH3:15])[CH3:2], predict the reactants needed to synthesize it. (2) Given the product [F:1][C:2]1[CH:3]=[C:4]([CH:18]=[CH:19][CH:20]=1)[CH2:5][N:6]1[C:14]2[C:9](=[CH:10][C:11]([NH2:15])=[CH:12][CH:13]=2)[CH:8]=[N:7]1, predict the reactants needed to synthesize it. The reactants are: [F:1][C:2]1[CH:3]=[C:4]([CH:18]=[CH:19][CH:20]=1)[CH2:5][N:6]1[C:14]2[C:9](=[CH:10][C:11]([N+:15]([O-])=O)=[CH:12][CH:13]=2)[CH:8]=[N:7]1.